From a dataset of Catalyst prediction with 721,799 reactions and 888 catalyst types from USPTO. Predict which catalyst facilitates the given reaction. (1) Reactant: Br[C:2]1[CH:3]=[C:4]([S:8]([N:11]2[CH:15]=[CH:14][N:13]=[C:12]2[CH3:16])(=[O:10])=[O:9])[CH:5]=[CH:6][CH:7]=1.[F:17][C:18]1[CH:23]=[C:22]([C:24]([F:27])([F:26])[F:25])[CH:21]=[CH:20][C:19]=1B(O)O.O1CCCC1.C(=O)([O-])[O-].[K+].[K+]. Product: [F:17][C:18]1[CH:23]=[C:22]([C:24]([F:25])([F:26])[F:27])[CH:21]=[CH:20][C:19]=1[C:2]1[CH:7]=[CH:6][CH:5]=[C:4]([S:8]([N:11]2[CH:15]=[CH:14][N:13]=[C:12]2[CH3:16])(=[O:10])=[O:9])[CH:3]=1. The catalyst class is: 257. (2) Reactant: [Br:1][C:2]1[CH:7]=[CH:6][C:5]([N:8]2[C:17]3[C:12](=[CH:13][C:14]([S:18]([O:21]C4C(F)=C(F)C(F)=C(F)C=4F)(=[O:20])=O)=[CH:15][CH:16]=3)[CH:11]=[CH:10][C:9]2=[O:33])=[C:4]([O:34][CH3:35])[CH:3]=1.[N:36]1[CH:41]=[CH:40][CH:39]=[C:38]([NH2:42])[N:37]=1.C[Si]([N-][Si](C)(C)C)(C)C.[Li+]. Product: [Br:1][C:2]1[CH:7]=[CH:6][C:5]([N:8]2[C:17]3[C:12](=[CH:13][C:14]([S:18]([NH:42][C:38]4[N:37]=[N:36][CH:41]=[CH:40][CH:39]=4)(=[O:20])=[O:21])=[CH:15][CH:16]=3)[CH:11]=[CH:10][C:9]2=[O:33])=[C:4]([O:34][CH3:35])[CH:3]=1. The catalyst class is: 1. (3) Reactant: [Br:1][C:2]1[CH:7]=[C:6]([N+:8]([O-:10])=[O:9])[C:5]([F:11])=[CH:4][C:3]=1[F:12].C(=O)([O-])[O-].[Cs+].[Cs+].[F:19][C:20]1[CH:25]=[C:24]([F:26])[CH:23]=[CH:22][C:21]=1[OH:27]. Product: [Br:1][C:2]1[CH:7]=[C:6]([N+:8]([O-:10])=[O:9])[C:5]([F:11])=[CH:4][C:3]=1[O:27][C:21]1[CH:22]=[CH:23][C:24]([F:26])=[CH:25][C:20]=1[F:19].[Br:1][C:2]1[CH:7]=[C:6]([N+:8]([O-:10])=[O:9])[C:5]([O:27][C:21]2[CH:22]=[CH:23][C:24]([F:26])=[CH:25][C:20]=2[F:19])=[CH:4][C:3]=1[F:12]. The catalyst class is: 16. (4) Reactant: C(OC([NH:8][S:9](=[O:26])(=[O:25])[O:10][CH2:11][CH2:12][NH:13][S:14]([NH:17]C(OC(C)(C)C)=O)(=[O:16])=[O:15])=O)(C)(C)C.FC(F)(F)C(O)=O.ClCCl. Product: [S:9](=[O:26])(=[O:25])([O:10][CH2:11][CH2:12][NH:13][S:14]([NH2:17])(=[O:15])=[O:16])[NH2:8]. The catalyst class is: 4. (5) Reactant: [F:1][C:2]1[CH:7]=[CH:6][CH:5]=[CH:4][C:3]=1Br.C([Li])CCC.[B:14](OC(C)C)([O:19]C(C)C)[O:15]C(C)C. Product: [F:1][C:2]1[CH:7]=[CH:6][CH:5]=[CH:4][C:3]=1[B:14]([OH:19])[OH:15]. The catalyst class is: 7. (6) Reactant: [F:1][C:2]([F:20])([F:19])[C:3]1[CH:4]=[C:5]([C:13]([CH3:18])([CH3:17])[C:14](Cl)=[O:15])[CH:6]=[C:7]([C:9]([F:12])([F:11])[F:10])[CH:8]=1.[CH2:21]([N:28]1[CH2:32][C@@H:31]([C:33]2[CH:38]=[CH:37][C:36]([F:39])=[CH:35][C:34]=2[CH3:40])[C@H:30]([NH:41][CH3:42])[CH2:29]1)[C:22]1[CH:27]=[CH:26][CH:25]=[CH:24][CH:23]=1.C(N(C(C)C)C(C)C)C. Product: [CH2:21]([N:28]1[CH2:32][C@@H:31]([C:33]2[CH:38]=[CH:37][C:36]([F:39])=[CH:35][C:34]=2[CH3:40])[C@H:30]([N:41]([CH3:42])[C:14](=[O:15])[C:13]([C:5]2[CH:4]=[C:3]([C:2]([F:20])([F:19])[F:1])[CH:8]=[C:7]([C:9]([F:12])([F:11])[F:10])[CH:6]=2)([CH3:18])[CH3:17])[CH2:29]1)[C:22]1[CH:27]=[CH:26][CH:25]=[CH:24][CH:23]=1. The catalyst class is: 2. (7) Reactant: Br[C:2]1[CH:3]=[CH:4][C:5]([OH:11])=[C:6]([C:8](=[O:10])[CH3:9])[CH:7]=1.B1(B2OC(C)(C)C(C)(C)O2)OC(C)(C)C(C)(C)O1.C([O-])(=O)C.[K+].[CH:35]([NH:38][C:39]([C:41]1[C:50](=[O:51])[C:49]2[C:44](=[N:45][CH:46]=[CH:47][CH:48]=2)[N:43]([C:52]2[CH:57]=[CH:56][CH:55]=[C:54](Br)[CH:53]=2)[CH:42]=1)=[O:40])([CH3:37])[CH3:36].C(=O)([O-])[O-].[Na+].[Na+]. Product: [CH:35]([NH:38][C:39]([C:41]1[C:50](=[O:51])[C:49]2[C:44](=[N:45][CH:46]=[CH:47][CH:48]=2)[N:43]([C:52]2[CH:53]=[CH:54][CH:55]=[C:56]([C:2]3[CH:3]=[CH:4][C:5]([OH:11])=[C:6]([C:8](=[O:10])[CH3:9])[CH:7]=3)[CH:57]=2)[CH:42]=1)=[O:40])([CH3:37])[CH3:36]. The catalyst class is: 423. (8) Reactant: [NH2:1][C:2]1[N:7]=[C:6]2[N:8]([CH2:20][CH3:21])[C:9]([C:11]([N:13]([CH:17]3[CH2:19][CH2:18]3)[CH:14]3[CH2:16][CH2:15]3)=[O:12])=[CH:10][C:5]2=[C:4]2[N:22]([CH3:25])[CH:23]=[N:24][C:3]=12.[C:26]([N:34]=[C:35]=[S:36])(=[O:33])[C:27]1[CH:32]=[CH:31][CH:30]=[CH:29][CH:28]=1.O. Product: [C:26]([NH:34][C:35](=[S:36])[NH:1][C:2]1[N:7]=[C:6]2[N:8]([CH2:20][CH3:21])[C:9]([C:11]([N:13]([CH:17]3[CH2:19][CH2:18]3)[CH:14]3[CH2:16][CH2:15]3)=[O:12])=[CH:10][C:5]2=[C:4]2[N:22]([CH3:25])[CH:23]=[N:24][C:3]=12)(=[O:33])[C:27]1[CH:32]=[CH:31][CH:30]=[CH:29][CH:28]=1. The catalyst class is: 21. (9) Reactant: C(O[C:6]([N:8]1[CH2:13][CH2:12][CH:11]([C:14]2[C:23]3[C:18](=[CH:19][C:20]([O:24][CH2:25][CH2:26][CH2:27][N:28]4[CH2:32][CH2:31][CH2:30][C:29]4=[O:33])=[CH:21][CH:22]=3)[N:17]=[CH:16][N:15]=2)[CH2:10][CH2:9]1)=[O:7])(C)(C)C.C(O)(C(F)(F)F)=O.C(Cl)Cl.[N+](C1C=CC(OC(=O)[NH:55][C:56]2[CH:61]=[CH:60][C:59]([O:62][CH:63]([CH3:65])[CH3:64])=[CH:58][CH:57]=2)=CC=1)([O-])=O.CCN(C(C)C)C(C)C. The catalyst class is: 23. Product: [CH:63]([O:62][C:59]1[CH:60]=[CH:61][C:56]([NH:55][C:6]([N:8]2[CH2:13][CH2:12][CH:11]([C:14]3[C:23]4[C:18](=[CH:19][C:20]([O:24][CH2:25][CH2:26][CH2:27][N:28]5[CH2:32][CH2:31][CH2:30][C:29]5=[O:33])=[CH:21][CH:22]=4)[N:17]=[CH:16][N:15]=3)[CH2:10][CH2:9]2)=[O:7])=[CH:57][CH:58]=1)([CH3:65])[CH3:64]. (10) Reactant: C(N(S(F)(F)[F:7])CC)C.[F:10][C:11]1[CH:12]=[C:13]([CH:20]=[C:21]([F:23])[CH:22]=1)[CH:14](O)[C:15]([O:17][CH3:18])=[O:16]. Product: [F:7][CH:14]([C:13]1[CH:12]=[C:11]([F:10])[CH:22]=[C:21]([F:23])[CH:20]=1)[C:15]([O:17][CH3:18])=[O:16]. The catalyst class is: 2.